This data is from Merck oncology drug combination screen with 23,052 pairs across 39 cell lines. The task is: Regression. Given two drug SMILES strings and cell line genomic features, predict the synergy score measuring deviation from expected non-interaction effect. (1) Drug 1: CN(C)C(=N)N=C(N)N. Drug 2: CCN(CC)CCNC(=O)c1c(C)[nH]c(C=C2C(=O)Nc3ccc(F)cc32)c1C. Cell line: UWB1289. Synergy scores: synergy=9.89. (2) Drug 1: O=C(NOCC(O)CO)c1ccc(F)c(F)c1Nc1ccc(I)cc1F. Drug 2: CCc1cnn2c(NCc3ccc[n+]([O-])c3)cc(N3CCCCC3CCO)nc12. Cell line: UACC62. Synergy scores: synergy=-3.21. (3) Cell line: COLO320DM. Drug 1: NC(=O)c1cccc2cn(-c3ccc(C4CCCNC4)cc3)nc12. Synergy scores: synergy=1.07. Drug 2: C#Cc1cccc(Nc2ncnc3cc(OCCOC)c(OCCOC)cc23)c1. (4) Drug 1: N#Cc1ccc(Cn2cncc2CN2CCN(c3cccc(Cl)c3)C(=O)C2)cc1. Drug 2: COC1CC2CCC(C)C(O)(O2)C(=O)C(=O)N2CCCCC2C(=O)OC(C(C)CC2CCC(OP(C)(C)=O)C(OC)C2)CC(=O)C(C)C=C(C)C(O)C(OC)C(=O)C(C)CC(C)C=CC=CC=C1C. Cell line: A2058. Synergy scores: synergy=34.0. (5) Drug 1: O=c1[nH]cc(F)c(=O)[nH]1. Drug 2: CCc1cnn2c(NCc3ccc[n+]([O-])c3)cc(N3CCCCC3CCO)nc12. Cell line: NCIH2122. Synergy scores: synergy=1.22. (6) Drug 1: Cc1nc(Nc2ncc(C(=O)Nc3c(C)cccc3Cl)s2)cc(N2CCN(CCO)CC2)n1. Drug 2: CCC1(O)C(=O)OCc2c1cc1n(c2=O)Cc2cc3c(CN(C)C)c(O)ccc3nc2-1. Cell line: MDAMB436. Synergy scores: synergy=-1.46. (7) Drug 1: O=S1(=O)NC2(CN1CC(F)(F)F)C1CCC2Cc2cc(C=CCN3CCC(C(F)(F)F)CC3)ccc2C1. Drug 2: CCc1c2c(nc3ccc(O)cc13)-c1cc3c(c(=O)n1C2)COC(=O)C3(O)CC. Cell line: RKO. Synergy scores: synergy=15.1.